This data is from Reaction yield outcomes from USPTO patents with 853,638 reactions. The task is: Predict the reaction yield, written as a fraction of the theoretical maximum amount of product (1.0 means a 100% yield; for example, 0.34 means a 34% yield). The reactants are [CH2:1]([NH:8][C:9]1[N:14]2[N:15]=[CH:16][C:17]([C:18](O)=[O:19])=[C:13]2[N:12]=[CH:11][C:10]=1[C:21]([N:23]1[CH2:28][CH2:27][C:26]2([C:32]3[CH:33]=[CH:34][CH:35]=[CH:36][C:31]=3[O:30][CH2:29]2)[CH2:25][CH2:24]1)=[O:22])[C:2]1[CH:7]=[CH:6][CH:5]=[CH:4][CH:3]=1.[CH3:37][S:38]([NH2:41])(=[O:40])=[O:39]. No catalyst specified. The product is [CH2:1]([NH:8][C:9]1[N:14]2[N:15]=[CH:16][C:17]([C:18]([NH:41][S:38]([CH3:37])(=[O:40])=[O:39])=[O:19])=[C:13]2[N:12]=[CH:11][C:10]=1[C:21]([N:23]1[CH2:24][CH2:25][C:26]2([C:32]3[CH:33]=[CH:34][CH:35]=[CH:36][C:31]=3[O:30][CH2:29]2)[CH2:27][CH2:28]1)=[O:22])[C:2]1[CH:7]=[CH:6][CH:5]=[CH:4][CH:3]=1. The yield is 0.470.